This data is from NCI-60 drug combinations with 297,098 pairs across 59 cell lines. The task is: Regression. Given two drug SMILES strings and cell line genomic features, predict the synergy score measuring deviation from expected non-interaction effect. (1) Drug 1: CN1C(=O)N2C=NC(=C2N=N1)C(=O)N. Drug 2: CC1C(C(CC(O1)OC2CC(OC(C2O)C)OC3=CC4=CC5=C(C(=O)C(C(C5)C(C(=O)C(C(C)O)O)OC)OC6CC(C(C(O6)C)O)OC7CC(C(C(O7)C)O)OC8CC(C(C(O8)C)O)(C)O)C(=C4C(=C3C)O)O)O)O. Cell line: SN12C. Synergy scores: CSS=46.1, Synergy_ZIP=1.90, Synergy_Bliss=1.25, Synergy_Loewe=-28.7, Synergy_HSA=-0.355. (2) Drug 1: CC1=C2C(C(=O)C3(C(CC4C(C3C(C(C2(C)C)(CC1OC(=O)C(C(C5=CC=CC=C5)NC(=O)OC(C)(C)C)O)O)OC(=O)C6=CC=CC=C6)(CO4)OC(=O)C)O)C)O. Drug 2: CC1=C(C(=CC=C1)Cl)NC(=O)C2=CN=C(S2)NC3=CC(=NC(=N3)C)N4CCN(CC4)CCO. Cell line: SK-OV-3. Synergy scores: CSS=18.7, Synergy_ZIP=-7.10, Synergy_Bliss=-2.71, Synergy_Loewe=-0.283, Synergy_HSA=0.737. (3) Drug 1: CC1=C2C(C(=O)C3(C(CC4C(C3C(C(C2(C)C)(CC1OC(=O)C(C(C5=CC=CC=C5)NC(=O)OC(C)(C)C)O)O)OC(=O)C6=CC=CC=C6)(CO4)OC(=O)C)O)C)O. Drug 2: CC1=C(C(=O)C2=C(C1=O)N3CC4C(C3(C2COC(=O)N)OC)N4)N. Cell line: COLO 205. Synergy scores: CSS=47.1, Synergy_ZIP=5.96, Synergy_Bliss=4.05, Synergy_Loewe=1.17, Synergy_HSA=6.21. (4) Drug 1: C1=NC2=C(N=C(N=C2N1C3C(C(C(O3)CO)O)F)Cl)N. Drug 2: C1=CC=C(C=C1)NC(=O)CCCCCCC(=O)NO. Cell line: COLO 205. Synergy scores: CSS=42.9, Synergy_ZIP=-1.24, Synergy_Bliss=0.302, Synergy_Loewe=-41.7, Synergy_HSA=-1.01. (5) Drug 1: CC1CCC2CC(C(=CC=CC=CC(CC(C(=O)C(C(C(=CC(C(=O)CC(OC(=O)C3CCCCN3C(=O)C(=O)C1(O2)O)C(C)CC4CCC(C(C4)OC)OCCO)C)C)O)OC)C)C)C)OC. Drug 2: CCC1(CC2CC(C3=C(CCN(C2)C1)C4=CC=CC=C4N3)(C5=C(C=C6C(=C5)C78CCN9C7C(C=CC9)(C(C(C8N6C)(C(=O)OC)O)OC(=O)C)CC)OC)C(=O)OC)O.OS(=O)(=O)O. Cell line: SN12C. Synergy scores: CSS=-0.414, Synergy_ZIP=-0.896, Synergy_Bliss=-2.85, Synergy_Loewe=-3.64, Synergy_HSA=-2.40.